From a dataset of Full USPTO retrosynthesis dataset with 1.9M reactions from patents (1976-2016). Predict the reactants needed to synthesize the given product. (1) Given the product [F:18][C:17]([F:19])([F:20])[CH2:16][CH2:15][C:12]1[CH:13]=[CH:14][C:9]([OH:8])=[CH:10][CH:11]=1, predict the reactants needed to synthesize it. The reactants are: C([O:8][C:9]1[CH:14]=[CH:13][C:12](/[CH:15]=[CH:16]/[C:17]([F:20])([F:19])[F:18])=[CH:11][CH:10]=1)C1C=CC=CC=1. (2) Given the product [C:56]([O:15][C:16]([N:18]([CH3:46])[C@H:19]([C:23]([NH:25][C@H:26]([C:30]([N:32]([C@@H:34]([C@@H:42]([CH3:45])[CH2:43][CH3:44])[C@H:35]([O:40][CH3:41])[CH2:36][C:37]([OH:39])=[O:38])[CH3:33])=[O:31])[CH:27]([CH3:28])[CH3:29])=[O:24])[CH:20]([CH3:22])[CH3:21])=[O:17])([CH3:59])([CH3:58])[CH3:57], predict the reactants needed to synthesize it. The reactants are: C1C2C(C[O:15][C:16]([N:18]([CH3:46])[C@H:19]([C:23]([NH:25][C@H:26]([C:30]([N:32]([C@@H:34]([C@@H:42]([CH3:45])[CH2:43][CH3:44])[C@H:35]([O:40][CH3:41])[CH2:36][C:37]([OH:39])=[O:38])[CH3:33])=[O:31])[CH:27]([CH3:29])[CH3:28])=[O:24])[CH:20]([CH3:22])[CH3:21])=[O:17])C3C(=CC=CC=3)C=2C=CC=1.N1CCCCC1.C(OC(O[C:56]([CH3:59])([CH3:58])[CH3:57])=O)(O[C:56]([CH3:59])([CH3:58])[CH3:57])=O. (3) Given the product [F:1][C:2]1[CH:3]=[C:4]([N:9]2[CH:17]=[N:16][C:15]3[C:10]2=[N:11][C:12]([NH:18][C@H:19]2[CH2:23][CH2:22][C@H:21]([OH:24])[CH2:20]2)=[N:13][CH:14]=3)[CH:5]=[CH:6][C:7]=1[C:32]1[CH:31]=[N:30][N:29]([CH2:28][CH2:27][O:26][CH3:25])[CH:33]=1, predict the reactants needed to synthesize it. The reactants are: [F:1][C:2]1[CH:3]=[C:4]([N:9]2[CH:17]=[N:16][C:15]3[C:10]2=[N:11][C:12]([NH:18][C@H:19]2[CH2:23][CH2:22][C@H:21]([OH:24])[CH2:20]2)=[N:13][CH:14]=3)[CH:5]=[CH:6][C:7]=1I.[CH3:25][O:26][CH2:27][CH2:28][N:29]1[CH:33]=[C:32](B2OC(C)(C)C(C)(C)O2)[CH:31]=[N:30]1.O.C(=O)([O-])[O-].[K+].[K+]. (4) Given the product [NH2:27][C:24]1[CH:23]=[CH:22][C:21]([C:13]2[O:12][C:8]3[N:9]=[CH:10][N:11]=[C:6]([NH:5][CH2:1][CH:2]([CH3:4])[CH3:3])[C:7]=3[C:14]=2[C:15]2[CH:16]=[CH:17][CH:18]=[CH:19][CH:20]=2)=[CH:26][CH:25]=1, predict the reactants needed to synthesize it. The reactants are: [CH2:1]([NH:5][C:6]1[C:7]2[C:14]([C:15]3[CH:20]=[CH:19][CH:18]=[CH:17][CH:16]=3)=[C:13]([C:21]3[CH:26]=[CH:25][C:24]([N+:27]([O-])=O)=[CH:23][CH:22]=3)[O:12][C:8]=2[N:9]=[CH:10][N:11]=1)[CH:2]([CH3:4])[CH3:3].[H][H]. (5) Given the product [CH2:16]([N:3]([CH2:1][CH3:2])[CH2:4][CH2:5][CH2:6][O:7][C:8]1[CH:13]=[CH:12][C:11]([NH:14][CH:29]=[C:23]2[C:22]3[C:26](=[CH:27][C:19]([F:18])=[CH:20][CH:21]=3)[NH:25][C:24]2=[O:28])=[CH:10][C:9]=1[F:15])[CH3:17], predict the reactants needed to synthesize it. The reactants are: [CH2:1]([N:3]([CH2:16][CH3:17])[CH2:4][CH2:5][CH2:6][O:7][C:8]1[CH:13]=[CH:12][C:11]([NH2:14])=[CH:10][C:9]=1[F:15])[CH3:2].[F:18][C:19]1[CH:27]=[C:26]2[C:22]([C:23](=[CH:29]O)[C:24](=[O:28])[NH:25]2)=[CH:21][CH:20]=1. (6) Given the product [CH3:22][C:23]1[N:24]=[C:25]([N:38]2[C:42](=[O:43])[N:41]([CH2:15][C:16]3[N:17]=[C:18]([CH3:21])[S:19][CH:20]=3)[N:40]=[CH:39]2)[S:26][C:27]=1[C:28]([NH:30][CH2:31][C:32]1[CH:33]=[N:34][CH:35]=[CH:36][CH:37]=1)=[O:29], predict the reactants needed to synthesize it. The reactants are: FC(F)(F)C1C=CC(CBr)=CC=1.Cl.Cl[CH2:15][C:16]1[N:17]=[C:18]([CH3:21])[S:19][CH:20]=1.[CH3:22][C:23]1[N:24]=[C:25]([N:38]2[C:42](=[O:43])[NH:41][N:40]=[CH:39]2)[S:26][C:27]=1[C:28]([NH:30][CH2:31][C:32]1[CH:33]=[N:34][CH:35]=[CH:36][CH:37]=1)=[O:29]. (7) Given the product [Cl:21][C:18]1[CH:19]=[C:20]2[C:15](=[CH:16][CH:17]=1)[N:14]=[C:13]([CH3:22])[C:12]([CH3:23])=[C:11]2[N:8]1[C:9]2[CH:10]=[C:2]([C:34]3[CH:35]=[N:36][NH:37][CH:38]=3)[CH:3]=[C:4]([C:24]#[N:25])[C:5]=2[CH:6]=[CH:7]1, predict the reactants needed to synthesize it. The reactants are: Br[C:2]1[CH:3]=[C:4]([C:24]#[N:25])[C:5]2[CH:6]=[CH:7][N:8]([C:11]3[C:20]4[C:15](=[CH:16][CH:17]=[C:18]([Cl:21])[CH:19]=4)[N:14]=[C:13]([CH3:22])[C:12]=3[CH3:23])[C:9]=2[CH:10]=1.CC1(C)C(C)(C)OB([C:34]2[CH:35]=[N:36][NH:37][CH:38]=2)O1. (8) Given the product [NH2:2][C:3]1[C:4]2[C:14]([O:15][CH2:16][C@H:17]3[CH2:22][CH2:21][CH2:20][CH2:19][N:18]3[CH2:26][C:25]3[CH:29]=[CH:30][N:31]=[CH:32][C:24]=3[OH:23])=[CH:13][CH:12]=[CH:11][C:5]=2[NH:6][S:7](=[O:9])(=[O:10])[N:8]=1, predict the reactants needed to synthesize it. The reactants are: Cl.[NH2:2][C:3]1[C:4]2[C:14]([O:15][CH2:16][C@H:17]3[CH2:22][CH2:21][CH2:20][CH2:19][NH2+:18]3)=[CH:13][CH:12]=[CH:11][C:5]=2[NH:6][S:7](=[O:10])(=[O:9])[N:8]=1.[OH:23][C:24]1[CH:32]=[N:31][CH:30]=[CH:29][C:25]=1[C:26](O)=O.